Regression. Given a peptide amino acid sequence and an MHC pseudo amino acid sequence, predict their binding affinity value. This is MHC class II binding data. From a dataset of Peptide-MHC class II binding affinity with 134,281 pairs from IEDB. (1) The peptide sequence is GWYLVAATAAAATLR. The MHC is HLA-DQA10102-DQB10502 with pseudo-sequence HLA-DQA10102-DQB10502. The binding affinity (normalized) is 0.384. (2) The peptide sequence is DTFRKLFRVYSDFLR. The MHC is DRB3_0101 with pseudo-sequence DRB3_0101. The binding affinity (normalized) is 0.351. (3) The peptide sequence is GFKAALAAAAGVQPADKYRT. The MHC is HLA-DPA10201-DPB10101 with pseudo-sequence HLA-DPA10201-DPB10101. The binding affinity (normalized) is 0.159.